Dataset: Full USPTO retrosynthesis dataset with 1.9M reactions from patents (1976-2016). Task: Predict the reactants needed to synthesize the given product. Given the product [C:10]([C@@H:1]1[CH2:2][CH2:3][C@H:4]([C:7]([O:9][CH2:16][CH2:17][CH2:18][CH3:19])=[O:8])[CH2:5][CH2:6]1)(=[O:12])[CH3:20], predict the reactants needed to synthesize it. The reactants are: [C@H:1]1([C:10]([OH:12])=O)[CH2:6][CH2:5][C@@H:4]([C:7]([OH:9])=[O:8])[CH2:3][CH2:2]1.C(O[CH2:16][CH2:17][CH2:18][CH3:19])=O.[CH3:20]CCCCCCC.S(Cl)(Cl)=O.C[Zn]C.